From a dataset of Catalyst prediction with 721,799 reactions and 888 catalyst types from USPTO. Predict which catalyst facilitates the given reaction. (1) Reactant: [CH3:1][N:2]1[CH2:7][CH2:6][N:5]2[N:8]=[C:9]([N+:11]([O-])=O)[CH:10]=[C:4]2[CH2:3]1. Product: [CH3:1][N:2]1[CH2:7][CH2:6][N:5]2[N:8]=[C:9]([NH2:11])[CH:10]=[C:4]2[CH2:3]1. The catalyst class is: 178. (2) Reactant: Cl[C:2]1[C:11]2[C:6](=[CH:7][C:8]([O:16][CH2:17][CH2:18][O:19][CH3:20])=[C:9]([C:12]([O:14][CH3:15])=[O:13])[CH:10]=2)[N:5]=[CH:4][CH:3]=1.[NH2:21][C:22]1[CH:27]=[CH:26][C:25]([OH:28])=[CH:24][C:23]=1[Cl:29].[H-].[Na+].CN(C)C=O. Product: [NH2:21][C:22]1[CH:27]=[CH:26][C:25]([O:28][C:2]2[C:11]3[C:6](=[CH:7][C:8]([O:16][CH2:17][CH2:18][O:19][CH3:20])=[C:9]([C:12]([O:14][CH3:15])=[O:13])[CH:10]=3)[N:5]=[CH:4][CH:3]=2)=[CH:24][C:23]=1[Cl:29]. The catalyst class is: 6.